This data is from Forward reaction prediction with 1.9M reactions from USPTO patents (1976-2016). The task is: Predict the product of the given reaction. (1) Given the reactants Cl[C:2]1[C:7]([C:8]([O:10][CH2:11][CH3:12])=[O:9])=[CH:6][N:5]=[C:4]2[N:13]([CH2:16][CH3:17])[N:14]=[CH:15][C:3]=12.Cl.Cl.[F:20][C:21]([F:40])([F:39])[C:22]1[CH:31]=[C:30]2[C:25]([C:26]([S:32][CH2:33][CH2:34][CH2:35][CH2:36][CH2:37][NH2:38])=[CH:27][CH:28]=[N:29]2)=[CH:24][CH:23]=1.C(N(CC)CC)C, predict the reaction product. The product is: [F:40][C:21]([F:20])([F:39])[C:22]1[CH:31]=[C:30]2[C:25]([C:26]([S:32][CH2:33][CH2:34][CH2:35][CH2:36][CH2:37][NH:38][C:2]3[C:7]([C:8]([O:10][CH2:11][CH3:12])=[O:9])=[CH:6][N:5]=[C:4]4[N:13]([CH2:16][CH3:17])[N:14]=[CH:15][C:3]=34)=[CH:27][CH:28]=[N:29]2)=[CH:24][CH:23]=1. (2) Given the reactants Cl.[N+:2]([C:5]1[CH:12]=[CH:11][CH:10]=[CH:9][C:6]=1[CH:7]=[O:8])([O-])=O.C(O)C, predict the reaction product. The product is: [NH2:2][C:5]1[CH:12]=[CH:11][CH:10]=[CH:9][C:6]=1[CH:7]=[O:8]. (3) Given the reactants Cl[C:2]1[N:10]=[C:9]([CH3:11])[CH:8]=[CH:7][C:3]=1[C:4]([OH:6])=[O:5].C(=O)([O-])[O-].[K+].[K+].[C:18]([C:22]1[CH:26]=[C:25]([NH2:27])[N:24]([C:28]2[CH:33]=[CH:32][CH:31]=[CH:30][C:29]=2[CH3:34])[N:23]=1)([CH3:21])([CH3:20])[CH3:19], predict the reaction product. The product is: [C:18]([C:22]1[CH:26]=[C:25]([NH:27][C:2]2[N:10]=[C:9]([CH3:11])[CH:8]=[CH:7][C:3]=2[C:4]([OH:6])=[O:5])[N:24]([C:28]2[CH:33]=[CH:32][CH:31]=[CH:30][C:29]=2[CH3:34])[N:23]=1)([CH3:21])([CH3:20])[CH3:19]. (4) Given the reactants [CH3:1][N:2]1[CH2:7][CH2:6][N:5]([C:8]2[CH:9]=[C:10]([NH2:14])[CH:11]=[CH:12][CH:13]=2)[CH2:4][CH2:3]1.[CH2:15]([O:17][C:18]([C:20]1[C:21](=[O:40])[C:22]2[CH:27]=[N:26][C:25](S(C)(=O)=O)=[N:24][C:23]=2[N:32]([CH:34]2[CH2:39][CH2:38][CH2:37][CH2:36][CH2:35]2)[CH:33]=1)=[O:19])[CH3:16], predict the reaction product. The product is: [CH2:15]([O:17][C:18]([C:20]1[C:21](=[O:40])[C:22]2[CH:27]=[N:26][C:25]([NH:14][C:10]3[CH:11]=[CH:12][CH:13]=[C:8]([N:5]4[CH2:4][CH2:3][N:2]([CH3:1])[CH2:7][CH2:6]4)[CH:9]=3)=[N:24][C:23]=2[N:32]([CH:34]2[CH2:39][CH2:38][CH2:37][CH2:36][CH2:35]2)[CH:33]=1)=[O:19])[CH3:16]. (5) The product is: [CH:1]1([C:4]2[CH:9]=[CH:8][N:7]=[CH:6][C:5]=2[N:10]2[CH2:14][CH2:13][N:12]([C:17]3[CH:22]=[C:21]([CH3:23])[N:20]=[CH:19][N:18]=3)[C:11]2=[O:15])[CH2:3][CH2:2]1. Given the reactants [CH:1]1([C:4]2[CH:9]=[CH:8][N:7]=[CH:6][C:5]=2[N:10]2[CH2:14][CH2:13][NH:12][C:11]2=[O:15])[CH2:3][CH2:2]1.Cl[C:17]1[CH:22]=[C:21]([CH3:23])[N:20]=[CH:19][N:18]=1.C(=O)([O-])[O-].[Cs+].[Cs+], predict the reaction product. (6) Given the reactants [CH3:1][O:2][C:3](=[O:22])[CH:4]([NH:14][C:15]([O:17][C:18]([CH3:21])([CH3:20])[CH3:19])=[O:16])[CH2:5][C:6]1[CH:11]=[CH:10][C:9]([OH:12])=[C:8]([OH:13])[CH:7]=1.C(N(CC)CC)C.C1C=CC(N([S:37]([C:40]([F:43])([F:42])[F:41])(=[O:39])=[O:38])[S:37]([C:40]([F:43])([F:42])[F:41])(=[O:39])=[O:38])=CC=1, predict the reaction product. The product is: [CH3:1][O:2][C:3](=[O:22])[CH:4]([NH:14][C:15]([O:17][C:18]([CH3:19])([CH3:21])[CH3:20])=[O:16])[CH2:5][C:6]1[CH:11]=[CH:10][C:9]([O:12][S:37]([C:40]([F:43])([F:42])[F:41])(=[O:39])=[O:38])=[C:8]([O:13][S:37]([C:40]([F:43])([F:42])[F:41])(=[O:39])=[O:38])[CH:7]=1. (7) Given the reactants [F:1][C:2]1[CH:9]=[CH:8][C:5]([CH:6]=O)=[CH:4][CH:3]=1.C([O-])(=O)C.[Na+].C([BH3-])#N.[Na+].Cl.[CH2:20]([O:22][C:23](=[O:28])[CH:24]([CH3:27])[CH2:25][NH2:26])[CH3:21], predict the reaction product. The product is: [CH2:20]([O:22][C:23](=[O:28])[CH:24]([CH3:27])[CH2:25][NH:26][CH2:6][C:5]1[CH:8]=[CH:9][C:2]([F:1])=[CH:3][CH:4]=1)[CH3:21]. (8) The product is: [Br:6][C:7]1[CH:8]=[C:9]([CH:20]=[C:21]([Br:32])[C:22]=1[O:23][C:24]1[CH:25]=[CH:26][C:27]([O:30][CH3:31])=[C:28]([S:2]([Cl:1])(=[O:5])=[O:3])[CH:29]=1)[CH:10]=[N:11][O:12][CH:13]([CH3:19])[C:14]([O:16][CH2:17][CH3:18])=[O:15]. Given the reactants [Cl:1][S:2]([OH:5])(=O)=[O:3].[Br:6][C:7]1[CH:8]=[C:9]([CH:20]=[C:21]([Br:32])[C:22]=1[O:23][C:24]1[CH:29]=[CH:28][C:27]([O:30][CH3:31])=[CH:26][CH:25]=1)[CH:10]=[N:11][O:12][CH:13]([CH3:19])[C:14]([O:16][CH2:17][CH3:18])=[O:15], predict the reaction product. (9) Given the reactants [CH3:1][O:2][C:3]1[CH:8]=[CH:7][C:6](B(O)O)=[CH:5][CH:4]=1.Br[C:13]1[CH:14]=[CH:15][C:16]([Cl:19])=[N:17][CH:18]=1.C(=O)([O-])[O-].[K+].[K+].O1CCOCC1, predict the reaction product. The product is: [Cl:19][C:16]1[CH:15]=[CH:14][C:13]([C:6]2[CH:7]=[CH:8][C:3]([O:2][CH3:1])=[CH:4][CH:5]=2)=[CH:18][N:17]=1. (10) Given the reactants [C:1]([C:5]1[CH:10]=[CH:9][C:8]([C:11]2[O:15][C:14]([C:16]3[CH:25]=[CH:24][C:19]([C:20]([O:22]C)=[O:21])=[CH:18][CH:17]=3)=[N:13][N:12]=2)=[CH:7][CH:6]=1)([CH3:4])([CH3:3])[CH3:2].[OH-].[Na+].O1CCCC1.Cl, predict the reaction product. The product is: [C:1]([C:5]1[CH:6]=[CH:7][C:8]([C:11]2[O:15][C:14]([C:16]3[CH:25]=[CH:24][C:19]([C:20]([OH:22])=[O:21])=[CH:18][CH:17]=3)=[N:13][N:12]=2)=[CH:9][CH:10]=1)([CH3:4])([CH3:2])[CH3:3].